From a dataset of NCI-60 drug combinations with 297,098 pairs across 59 cell lines. Regression. Given two drug SMILES strings and cell line genomic features, predict the synergy score measuring deviation from expected non-interaction effect. Drug 1: CN(C)C1=NC(=NC(=N1)N(C)C)N(C)C. Drug 2: C1CCC(C(C1)N)N.C(=O)(C(=O)[O-])[O-].[Pt+4]. Cell line: K-562. Synergy scores: CSS=11.1, Synergy_ZIP=-0.661, Synergy_Bliss=0.184, Synergy_Loewe=-21.7, Synergy_HSA=-3.56.